Dataset: Full USPTO retrosynthesis dataset with 1.9M reactions from patents (1976-2016). Task: Predict the reactants needed to synthesize the given product. (1) Given the product [CH3:1][C:2]1[CH:7]=[CH:6][N:5]=[CH:4][C:3]=1[C:8]1[S:9][CH:10]=[C:11]([C:13]([N:29]2[CH2:30][CH2:31][CH2:26][CH2:27][CH2:28]2)=[O:15])[N:12]=1, predict the reactants needed to synthesize it. The reactants are: [CH3:1][C:2]1[CH:7]=[CH:6][N:5]=[CH:4][C:3]=1[C:8]1[S:9][CH:10]=[C:11]([C:13]([O:15]CC)=O)[N:12]=1.BrCC(=O)C(O)=O.C[C:26]1[CH:31]=[CH:30][N:29]=[CH:28][C:27]=1C(=S)N.C(N(CC)CC)C. (2) Given the product [Cl:1][C:2]1[N:7]([CH2:15][C:16]2[CH:21]=[CH:20][CH:19]=[CH:18][C:17]=2[C:22]#[N:23])[C:6](=[O:8])[NH:5][C:4](=[O:9])[CH:3]=1, predict the reactants needed to synthesize it. The reactants are: [Cl:1][C:2]1[NH:7][C:6](=[O:8])[NH:5][C:4](=[O:9])[CH:3]=1.[H-].[Na+].[Br-].[Li+].Br[CH2:15][C:16]1[C:17]([C:22]#[N:23])=[CH:18][CH:19]=[CH:20][CH:21]=1.[H-].[Li+]. (3) Given the product [F:1][C:2]1([F:26])[CH2:7][CH2:6][C:5]([CH2:9][NH:10][C:11]([C:13]2[C:14]3[CH:15]=[CH:16][C:17]([N:40]4[CH2:41][CH2:42][CH:38]([N:37]([CH3:43])[CH3:36])[CH2:39]4)=[N:18][C:19]=3[CH:20]=[CH:21][C:22]=2[Cl:23])=[O:12])([OH:8])[CH2:4][CH:3]1[CH3:25], predict the reactants needed to synthesize it. The reactants are: [F:1][C:2]1([F:26])[CH2:7][CH2:6][C:5]([CH2:9][NH:10][C:11]([C:13]2[C:14]3[CH:15]=[CH:16][C:17](Cl)=[N:18][C:19]=3[CH:20]=[CH:21][C:22]=2[Cl:23])=[O:12])([OH:8])[CH2:4][CH:3]1[CH3:25].CCN(C(C)C)C(C)C.[CH3:36][N:37]([CH3:43])[CH:38]1[CH2:42][CH2:41][NH:40][CH2:39]1. (4) Given the product [F:1][C:2]([F:9])([F:8])[C:3]1[NH:37][N:36]=[C:14]([C:17]2[CH:22]=[CH:21][C:20]([C@H:23]3[CH2:28][CH2:27][C@H:26]([CH2:29][C:30]([O:32][CH2:33][CH3:34])=[O:31])[CH2:25][CH2:24]3)=[CH:19][CH:18]=2)[CH:15]=1, predict the reactants needed to synthesize it. The reactants are: [F:1][C:2]([F:9])([F:8])[C:3](OCC)=O.[O-]CC.[Na+].[C:14]([C:17]1[CH:22]=[CH:21][C:20]([C@H:23]2[CH2:28][CH2:27][C@H:26]([CH2:29][C:30]([O:32][CH2:33][CH3:34])=[O:31])[CH2:25][CH2:24]2)=[CH:19][CH:18]=1)(=O)[CH3:15].O.[NH2:36][NH2:37]. (5) Given the product [Br:1][C:2]1[CH:3]=[C:4]2[C@:15]3([C:19]4[CH:20]=[N:21][CH:22]=[CH:23][C:18]=4[C:17]([NH2:24])=[N:16]3)[C:14]3[CH:13]=[C:12]([Cl:25])[N:11]=[C:10]([F:26])[C:9]=3[O:8][C:5]2=[CH:6][CH:7]=1, predict the reactants needed to synthesize it. The reactants are: [Br:1][C:2]1[CH:3]=[C:4]2[C:15]3([C:19]4[CH:20]=[N:21][CH:22]=[CH:23][C:18]=4[C:17]([NH2:24])=[N:16]3)[C:14]3[CH:13]=[C:12]([Cl:25])[N:11]=[C:10]([F:26])[C:9]=3[O:8][C:5]2=[CH:6][CH:7]=1.C(=O)=O. (6) Given the product [Br:1][C:2]1[CH:3]=[C:4]([C:8]2[S:9][C:10]3[C:16]([C:17]4[CH:22]=[CH:21][C:20]([Cl:23])=[CH:19][CH:18]=4)=[C:15]([C@H:24]([O:28][C:29]([CH3:30])([CH3:32])[CH3:31])[C:25]([O:27][CH2:40][CH3:41])=[O:26])[C:14]([CH3:33])=[CH:13][C:11]=3[N:12]=2)[CH:5]=[CH:6][CH:7]=1, predict the reactants needed to synthesize it. The reactants are: [Br:1][C:2]1[CH:3]=[C:4]([C:8]2[S:9][C:10]3[C:16]([C:17]4[CH:22]=[CH:21][C:20]([Cl:23])=[CH:19][CH:18]=4)=[C:15]([C@H:24]([O:28][C:29]([CH3:32])([CH3:31])[CH3:30])[C:25]([OH:27])=[O:26])[C:14]([CH3:33])=[CH:13][C:11]=3[N:12]=2)[CH:5]=[CH:6][CH:7]=1.C([O-])([O-])=O.[Cs+].[Cs+].[CH2:40](I)[CH3:41]. (7) Given the product [NH2:12][C:13]1[C:14]([C:20]([NH:7][NH:6][C:4]([C:3]2[CH:8]=[CH:9][CH:10]=[CH:11][C:2]=2[F:1])=[O:5])=[O:21])=[N:15][C:16]([Br:19])=[CH:17][N:18]=1, predict the reactants needed to synthesize it. The reactants are: [F:1][C:2]1[CH:11]=[CH:10][CH:9]=[CH:8][C:3]=1[C:4]([NH:6][NH2:7])=[O:5].[NH2:12][C:13]1[C:14]([C:20](O)=[O:21])=[N:15][C:16]([Br:19])=[CH:17][N:18]=1.CN(C(ON1N=NC2C=CC=CC1=2)=[N+](C)C)C.[B-](F)(F)(F)F.CCN(C(C)C)C(C)C.